From a dataset of Full USPTO retrosynthesis dataset with 1.9M reactions from patents (1976-2016). Predict the reactants needed to synthesize the given product. (1) Given the product [C:33]([O:32][C:30]([N:15]1[C:16]2[C:12](=[CH:11][C:10]([CH:6]3[C:5]([C:20]#[N:21])=[C:4]([CH3:22])[NH:3][C:2]([CH3:1])=[C:7]3[C:8]#[N:9])=[CH:18][CH:17]=2)[C:13]([CH3:19])=[N:14]1)=[O:31])([CH3:36])([CH3:35])[CH3:34], predict the reactants needed to synthesize it. The reactants are: [CH3:1][C:2]1[NH:3][C:4]([CH3:22])=[C:5]([C:20]#[N:21])[CH:6]([C:10]2[CH:11]=[C:12]3[C:16](=[CH:17][CH:18]=2)[NH:15][N:14]=[C:13]3[CH3:19])[C:7]=1[C:8]#[N:9].C(N(CC)CC)C.[C:30](O[C:30]([O:32][C:33]([CH3:36])([CH3:35])[CH3:34])=[O:31])([O:32][C:33]([CH3:36])([CH3:35])[CH3:34])=[O:31]. (2) Given the product [Cl:1][C:2]1[C:10]([Cl:11])=[CH:9][CH:8]=[CH:7][C:3]=1[C:4]([NH:23][CH2:22][CH:21]([C:18]1[CH:19]=[N:20][C:15]([CH:12]2[CH2:13][CH2:14]2)=[CH:16][CH:17]=1)[CH2:24][C:25]1([C:28]([F:29])([F:30])[F:31])[CH2:27][CH2:26]1)=[O:6], predict the reactants needed to synthesize it. The reactants are: [Cl:1][C:2]1[C:10]([Cl:11])=[CH:9][CH:8]=[CH:7][C:3]=1[C:4]([OH:6])=O.[CH:12]1([C:15]2[N:20]=[CH:19][C:18]([CH:21]([CH2:24][C:25]3([C:28]([F:31])([F:30])[F:29])[CH2:27][CH2:26]3)[CH2:22][NH2:23])=[CH:17][CH:16]=2)[CH2:14][CH2:13]1. (3) Given the product [Cl:11][C:12]1[CH:17]=[CH:16][CH:15]=[CH:14][C:13]=1[CH:18]([NH:19][C:20](=[O:26])[O:21][C:22]([CH3:24])([CH3:23])[CH3:25])[CH2:1][S:2]([CH3:5])(=[O:4])=[O:3], predict the reactants needed to synthesize it. The reactants are: [CH3:1][S:2]([CH3:5])(=[O:4])=[O:3].C([Li])CCC.[Cl:11][C:12]1[CH:17]=[CH:16][CH:15]=[CH:14][C:13]=1/[CH:18]=[N:19]/[C:20](=[O:26])[O:21][C:22]([CH3:25])([CH3:24])[CH3:23].[Cl-].[NH4+]. (4) Given the product [O:2]=[C:3]([C:6]1[CH:11]=[CH:10][CH:9]=[CH:8][CH:7]=1)[CH2:4][NH:5][C:22](=[O:23])[O:21][C:18]([CH3:20])([CH3:19])[CH3:17], predict the reactants needed to synthesize it. The reactants are: [Cl-].[O:2]=[C:3]([C:6]1[CH:11]=[CH:10][CH:9]=[CH:8][CH:7]=1)[CH2:4][NH3+:5].C([O-])(O)=O.[Na+].[CH3:17][C:18]([O:21][C:22](O[C:22]([O:21][C:18]([CH3:20])([CH3:19])[CH3:17])=[O:23])=[O:23])([CH3:20])[CH3:19]. (5) Given the product [NH2:1][C:2]1[N:10]=[C:9]([C:11]2[C:19]3[C:14](=[N:15][CH:16]=[CH:17][CH:18]=3)[N:13]([CH2:20][C:21]3[CH:26]=[CH:25][CH:24]=[CH:23][C:22]=3[F:27])[N:12]=2)[N:8]=[C:7]2[C:3]=1[N:4]([CH3:29])[C:5](=[O:28])[N:6]2[CH3:30], predict the reactants needed to synthesize it. The reactants are: [NH2:1][C:2]1[N:10]=[C:9]([C:11]2[C:19]3[C:14](=[N:15][CH:16]=[CH:17][CH:18]=3)[N:13]([CH2:20][C:21]3[CH:26]=[CH:25][CH:24]=[CH:23][C:22]=3[F:27])[N:12]=2)[N:8]=[C:7]2[C:3]=1[N:4]([CH3:29])[C:5](=[O:28])[NH:6]2.[CH3:30]CN(P1(N(C)CCCN1C)=NC(C)(C)C)CC.IC.O. (6) Given the product [CH3:1][N:2]1[CH2:3][CH2:4][N:5]([C:8]2[CH:9]=[N:10][C:11]3[C:16]([N:17]=2)=[CH:15][C:14]([C:18]2[CH:19]=[CH:20][C:21]([NH:24][C:30](=[O:32])[CH3:31])=[N:22][CH:23]=2)=[CH:13][CH:12]=3)[CH2:6][CH2:7]1, predict the reactants needed to synthesize it. The reactants are: [CH3:1][N:2]1[CH2:7][CH2:6][N:5]([C:8]2[CH:9]=[N:10][C:11]3[C:16]([N:17]=2)=[CH:15][C:14]([C:18]2[CH:19]=[CH:20][C:21]([NH2:24])=[N:22][CH:23]=2)=[CH:13][CH:12]=3)[CH2:4][CH2:3]1.S(Cl)(Cl)(=O)=O.[C:30](OC(=O)C)(=[O:32])[CH3:31].